Dataset: Experimentally validated miRNA-target interactions with 360,000+ pairs, plus equal number of negative samples. Task: Binary Classification. Given a miRNA mature sequence and a target amino acid sequence, predict their likelihood of interaction. (1) The miRNA is hsa-miR-3943 with sequence UAGCCCCCAGGCUUCACUUGGCG. The protein sequence of the target gene is MAVTLDKDAYYRRVKRLYSNWRKGEDEYASIDAIVVSVGVDEEIVYAKSTALQTWLFGYELTDTIMVFCDDKIIFMASKKKVEFLKQIANTKGNENANGAPAITLLVREKNESNKSSFDKMIDAIKESKSGKKIGVFSKDKFPGEFMKSWSDCLNKEGFDKVDISAVVAYTIAVKEDGELNLMKKAASITSEVFNKFFKERVMEIVDADEKVRHSKLAESVEKAIEEKKYLAGADPSTVEMCYPPIIQSGGNYNLKFSVVSDKNHMHFGAITCAMGIRFKSYCSNLVRTLMVDPTQEVQE.... Result: 0 (no interaction). (2) The miRNA is mmu-miR-144-3p with sequence UACAGUAUAGAUGAUGUACU. The protein sequence of the target gene is MSEETATSDNDNSYARVRAVVMTRDDSSGGWLPLGGSGLSSVTVFRVPHQEENGCADFFIRGERLRDKMVVLECMLKKDLIYNKVTPTFHHWKIDDKKFGLTFQSPADARAFDRGIRRAIEDISLGCPASKTEAEGGDDDLQTTEEDTSRSLVKDHFFQQETVVTSEPYRSSDIRPLPFEDLNARRVYLQSQVSQIPFSQQGLDIQSRSMEYVQRQISKECGSLKSQTRVPLKSIRHVSFQDEDEIVRINPRDILIRRYADYRHPDMWKNDLERDDTDSSVPFSKQDSKKSDYLYHCGDE.... Result: 1 (interaction). (3) The miRNA is mmu-miR-762 with sequence GGGGCUGGGGCCGGGACAGAGC. The protein sequence of the target gene is MNHLPEDMENALTGSQSSHASLRNIHSINPTQLMARIESYEGREKKGISDVRRTFCLFVTFDLLFVTLLWIIELNVNGGIENTLEKEVMQYDYYSSYFDIFLLAVFRFKVLILAYAVCRLRHWWAIALTTAVTSAFLLAKVILSKLFSQGAFGYVLPIISFILAWIETWFLDFKVLPQEAEEENRLLIVQDASERAALIPGGLSDGQFYSPPESEAGSEEAEEKQDSEKPLLEL. Result: 0 (no interaction). (4) The miRNA is hsa-miR-6504-3p with sequence CAUUACAGCACAGCCAUUCU. The protein sequence of the target gene is MKRVNSCVKSDEHVLEELETEGERQLKSLLQHQLDTSVSIEECMSKKESFAPGTMYKPFGKEAAGTMTLSQFQTLHEKDQETASLRELGLNETEILIWKSHVSGEKKTKLRATPEAIQNRLQDIEERISERQRILCLPQRFAKSKQLTRREMEIEKSLFQGADRHSFLKALYYQDEPQKKNKGDPMNNLESFYQEMIMKKRLEEFQLMRGEPFASHSLVSATSVGDSGTAESPSLLQDKGKQAAQGKGPSLHVANVIDFSPEQCWTGPKKLTQPIEFVPEDEIQRNRLSEEEIRKIPMFS.... Result: 1 (interaction). (5) The miRNA is mmu-miR-7b-5p with sequence UGGAAGACUUGUGAUUUUGUUGUU. The protein sequence of the target gene is MNTAPSRPSPTRRDPYSFGDSRDTRRDRSPIRGSPRREPRDGRNGRDARDSRDIRDPRDLRDRRDSRDIRDHRDSRSVREARDLRDFRDFRDLRDSRDFRDHRDPVYDRYRDIRDSRDPLYRREGSYDRYLRVDDYCRRKDDSYFDRYRDSFDGRGPPGPESQSRAKERLKREERRREELYRRYFEEIQRRFDAERPVDCSVIVVNKQTKDYAESVGRKVRDLGMVVDLIFLNTEVSLSQALEDVSRGGSPFAIVITQQHQIHRSCTVNIMFGTPQEHRNMPQADAMVLVARNYERYKND.... Result: 1 (interaction). (6) The protein sequence of the target gene is MKHVLNLYLLGVVLTLLSIFVRVMESLEGLLESPSPGTSWTTRSQLANTEPTKGLPDHPSRSM. The miRNA is hsa-miR-376b-3p with sequence AUCAUAGAGGAAAAUCCAUGUU. Result: 0 (no interaction).